The task is: Predict the reaction yield, written as a fraction of the theoretical maximum amount of product (1.0 means a 100% yield; for example, 0.34 means a 34% yield).. This data is from Reaction yield outcomes from USPTO patents with 853,638 reactions. (1) The reactants are Br[C:2]1[CH:25]=[CH:24][C:5]([CH2:6][C:7]2[C:8](=[O:23])[N:9]([CH:17]3[CH2:22][CH2:21][O:20][CH2:19][CH2:18]3)[C:10]([CH3:16])=[N:11][C:12]=2[CH2:13][CH2:14][CH3:15])=[CH:4][CH:3]=1.[C:26]([C:28]1[CH:33]=[CH:32][CH:31]=[CH:30][C:29]=1B(O)O)#[N:27].C(=O)([O-])[O-].[Na+].[Na+].O1CCOCC1. The catalyst is C(OCC)(=O)C.C1C=CC(P(C2C=CC=CC=2)[C-]2C=CC=C2)=CC=1.C1C=CC(P(C2C=CC=CC=2)[C-]2C=CC=C2)=CC=1.Cl[Pd]Cl.[Fe+2].ClCCl. The product is [CH3:16][C:10]1[N:9]([CH:17]2[CH2:22][CH2:21][O:20][CH2:19][CH2:18]2)[C:8](=[O:23])[C:7]([CH2:6][C:5]2[CH:24]=[CH:25][C:2]([C:29]3[C:28]([C:26]#[N:27])=[CH:33][CH:32]=[CH:31][CH:30]=3)=[CH:3][CH:4]=2)=[C:12]([CH2:13][CH2:14][CH3:15])[N:11]=1. The yield is 0.830. (2) The reactants are [CH:1]([CH:4]1[S:9][CH2:8][CH2:7][CH2:6][S:5]1)([CH3:3])[CH3:2].C([Li])CCC.[CH:15](=[O:19])[CH2:16][CH2:17][CH3:18]. The catalyst is O1CCCC1. The product is [CH:1]([C:4]1([CH:15]([OH:19])[CH2:16][CH2:17][CH3:18])[S:9][CH2:8][CH2:7][CH2:6][S:5]1)([CH3:3])[CH3:2]. The yield is 0.850. (3) The reactants are [N+:1]([C:4]1[CH:5]=[C:6](O)[CH:7]=[CH:8][CH:9]=1)([O-:3])=[O:2].C([O-])([O-])=[O:12].[K+].[K+].Br[CH2:18][C:19]([O:21][CH2:22][CH3:23])=[O:20]. The catalyst is CC(C)=O. The product is [N+:1]([C:4]1[CH:5]=[CH:6][C:7]([O:12][CH2:18][C:19]([O:21][CH2:22][CH3:23])=[O:20])=[CH:8][CH:9]=1)([O-:3])=[O:2]. The yield is 0.920. (4) The reactants are [OH:1][C:2]([CH3:30])([CH3:29])[C:3]#[C:4][C:5]1[C:26]([O:27][CH3:28])=[CH:25][C:8]2[C:9]([CH3:24])([CH3:23])[C:10]3[NH:11][C:12]4[C:17]([C:18]=3[C:19](=[O:20])[C:7]=2[CH:6]=1)=[CH:16][CH:15]=[C:14]([C:21]#[N:22])[CH:13]=4. The catalyst is C(O)C.CN(C)C(=O)C.[Pd]. The product is [OH:1][C:2]([CH3:30])([CH3:29])[CH2:3][CH2:4][C:5]1[C:26]([O:27][CH3:28])=[CH:25][C:8]2[C:9]([CH3:23])([CH3:24])[C:10]3[NH:11][C:12]4[C:17]([C:18]=3[C:19](=[O:20])[C:7]=2[CH:6]=1)=[CH:16][CH:15]=[C:14]([C:21]#[N:22])[CH:13]=4. The yield is 0.800. (5) The reactants are Br[C:2]1[CH:3]=[C:4]([CH:32]=[CH:33][CH:34]=1)[O:5][C:6]1[CH:7]=[C:8]([S:23][C:24]2[CH:29]=[CH:28][CH:27]=[C:26]([O:30][CH3:31])[CH:25]=2)[C:9]([NH:12][C:13]2[S:17][N:16]=[C:15]([CH:18]3[CH2:22][CH2:21][CH2:20][O:19]3)[N:14]=2)=[N:10][CH:11]=1.C[Li].C([Li])CCC.[NH4+].[Cl-:43]. The catalyst is C1COCC1. The product is [ClH:43].[CH3:31][O:30][C:26]1[CH:25]=[C:24]([S:23][C:8]2[C:9]([NH:12][C:13]3[S:17][N:16]=[C:15]([CH:18]4[CH2:22][CH2:21][CH2:20][O:19]4)[N:14]=3)=[N:10][CH:11]=[C:6]([O:5][C:4]3[CH:32]=[CH:33][CH:34]=[CH:2][CH:3]=3)[CH:7]=2)[CH:29]=[CH:28][CH:27]=1. The yield is 0.950.